From a dataset of Peptide-MHC class II binding affinity with 134,281 pairs from IEDB. Regression. Given a peptide amino acid sequence and an MHC pseudo amino acid sequence, predict their binding affinity value. This is MHC class II binding data. (1) The peptide sequence is FDISKISGEWYSIFL. The MHC is HLA-DPA10301-DPB10402 with pseudo-sequence HLA-DPA10301-DPB10402. The binding affinity (normalized) is 0.220. (2) The peptide sequence is FKCDRGSISIVNN. The MHC is HLA-DPA10301-DPB10402 with pseudo-sequence HLA-DPA10301-DPB10402. The binding affinity (normalized) is 0.233. (3) The MHC is DRB1_0401 with pseudo-sequence DRB1_0401. The peptide sequence is VGQMLMLVNDRLLDI. The binding affinity (normalized) is 0.893. (4) The peptide sequence is DVLREPHLYTFSFRN. The MHC is DRB1_1201 with pseudo-sequence DRB1_1201. The binding affinity (normalized) is 0.403. (5) The peptide sequence is KEYTFPITLSSTSNP. The MHC is HLA-DQA10401-DQB10402 with pseudo-sequence HLA-DQA10401-DQB10402. The binding affinity (normalized) is 0.0329. (6) The peptide sequence is NMVVERLGDYLVEQG. The MHC is DRB1_0802 with pseudo-sequence DRB1_0802. The binding affinity (normalized) is 0.503. (7) The MHC is DRB1_0101 with pseudo-sequence DRB1_0101. The binding affinity (normalized) is 0. The peptide sequence is KCPSTGEAHLAEENE. (8) The binding affinity (normalized) is 0.824. The peptide sequence is DYHWLRTVRTTKESL. The MHC is DRB1_0101 with pseudo-sequence DRB1_0101. (9) The peptide sequence is KEGIVWVATEGALNT. The MHC is DRB1_0301 with pseudo-sequence DRB1_0301. The binding affinity (normalized) is 0.515. (10) The binding affinity (normalized) is 0.378. The MHC is DRB1_0401 with pseudo-sequence DRB1_0401. The peptide sequence is RIDTPDKLTGPFTVR.